From a dataset of Merck oncology drug combination screen with 23,052 pairs across 39 cell lines. Regression. Given two drug SMILES strings and cell line genomic features, predict the synergy score measuring deviation from expected non-interaction effect. (1) Cell line: PA1. Synergy scores: synergy=4.94. Drug 2: CCc1cnn2c(NCc3ccc[n+]([O-])c3)cc(N3CCCCC3CCO)nc12. Drug 1: Cn1c(=O)n(-c2ccc(C(C)(C)C#N)cc2)c2c3cc(-c4cnc5ccccc5c4)ccc3ncc21. (2) Drug 1: NC1(c2ccc(-c3nc4ccn5c(=O)[nH]nc5c4cc3-c3ccccc3)cc2)CCC1. Drug 2: Cc1nc(Nc2ncc(C(=O)Nc3c(C)cccc3Cl)s2)cc(N2CCN(CCO)CC2)n1. Cell line: UACC62. Synergy scores: synergy=55.6. (3) Drug 1: Cn1nnc2c(C(N)=O)ncn2c1=O. Drug 2: NC1(c2ccc(-c3nc4ccn5c(=O)[nH]nc5c4cc3-c3ccccc3)cc2)CCC1. Cell line: SW837. Synergy scores: synergy=-5.95. (4) Drug 1: CCN(CC)CCNC(=O)c1c(C)[nH]c(C=C2C(=O)Nc3ccc(F)cc32)c1C. Drug 2: C#Cc1cccc(Nc2ncnc3cc(OCCOC)c(OCCOC)cc23)c1. Cell line: A2780. Synergy scores: synergy=10.1.